This data is from Forward reaction prediction with 1.9M reactions from USPTO patents (1976-2016). The task is: Predict the product of the given reaction. (1) Given the reactants [ClH:1].C(O)(C(F)(F)F)=O.C(OC([N:16]1[C@@H:20]([CH3:21])[CH2:19][CH2:18][C@H:17]1[C:22]1[NH:23][C:24]([C:27]2[CH:28]=[C:29]3[C:34](=[CH:35][CH:36]=2)[CH:33]=[C:32]([C:37]#[C:38][C:39]2[NH:43][C:42]([C@@H:44]4[CH2:49][C@@H:48]5[C@@H:46]([CH2:47]5)[N:45]4C(OC(C)(C)C)=O)=[N:41][CH:40]=2)[CH:31]=[CH:30]3)=[CH:25][N:26]=1)=O)(C)(C)C, predict the reaction product. The product is: [ClH:1].[CH3:21][C@@H:20]1[NH:16][C@H:17]([C:22]2[NH:26][CH:25]=[C:24]([C:27]3[CH:28]=[C:29]4[C:34](=[CH:35][CH:36]=3)[CH:33]=[C:32]([C:37]#[C:38][C:39]3[N:43]=[C:42]([C@@H:44]5[CH2:49][C@@H:48]6[C@@H:46]([CH2:47]6)[NH:45]5)[NH:41][CH:40]=3)[CH:31]=[CH:30]4)[N:23]=2)[CH2:18][CH2:19]1. (2) Given the reactants [CH3:1][O:2][C:3](=[O:29])[C:4]1[CH:9]=[CH:8][C:7]([S:10]([N:13]2[C:21]3[C:16](=[CH:17][CH:18]=[CH:19][CH:20]=3)[C:15]([C:22]3(O)[CH2:27][CH2:26][O:25][CH2:24][CH2:23]3)=[CH:14]2)(=[O:12])=[O:11])=[CH:6][CH:5]=1.C([SiH](CC)CC)C.FC(F)(F)C(O)=O, predict the reaction product. The product is: [CH3:1][O:2][C:3](=[O:29])[C:4]1[CH:9]=[CH:8][C:7]([S:10]([N:13]2[C:21]3[C:16](=[CH:17][CH:18]=[CH:19][CH:20]=3)[C:15]([CH:22]3[CH2:27][CH2:26][O:25][CH2:24][CH2:23]3)=[CH:14]2)(=[O:11])=[O:12])=[CH:6][CH:5]=1. (3) The product is: [C:27]([O:1][CH2:2][CH2:3][N:4]([C:5]([C:7]1([CH2:19][CH2:20][CH:21]([CH3:22])[CH3:23])[C:16]2[C:11](=[CH:12][CH:13]=[CH:14][CH:15]=2)[CH2:10][CH:9]=[C:8]1[O:17][CH3:18])=[O:6])[CH3:24])(=[O:26])[CH3:36]. Given the reactants [OH:1][CH2:2][CH2:3][N:4]([CH3:24])[C:5]([C:7]1([CH2:19][CH2:20][CH:21]([CH3:23])[CH3:22])[C:16]2[C:11](=[CH:12][CH:13]=[CH:14][CH:15]=2)[CH2:10][CH:9]=[C:8]1[O:17][CH3:18])=[O:6].C[O:26][C:27]1[C@](C(N2CCC[C@@H]2CO)=O)(CCC(C)C)C2C(C[CH:36]=1)=CC=CC=2, predict the reaction product. (4) Given the reactants [CH2:1]([O:3][C:4]1[CH:9]=[C:8]([CH2:10][C:11]2[CH:16]=[CH:15][CH:14]=[CH:13][N:12]=2)[CH:7]=[CH:6][C:5]=1[OH:17])[CH3:2].[H-].[Na+].C1C=CC(N([S:27]([C:30]([F:33])([F:32])[F:31])(=[O:29])=[O:28])[S:27]([C:30]([F:33])([F:32])[F:31])(=[O:29])=[O:28])=CC=1.[Cl-].[NH4+], predict the reaction product. The product is: [F:31][C:30]([F:33])([F:32])[S:27]([O:17][C:5]1[CH:6]=[CH:7][C:8]([CH2:10][C:11]2[CH:16]=[CH:15][CH:14]=[CH:13][N:12]=2)=[CH:9][C:4]=1[O:3][CH2:1][CH3:2])(=[O:29])=[O:28]. (5) The product is: [Cl:21][C:19]1[CH:18]=[CH:17][C:16]2[N:15]([N:14]=[C:25]([CH2:24][Cl:23])[N:22]=2)[CH:20]=1. Given the reactants CC1C=C(C)C=C(C)C=1S([O-])(=O)=O.[NH2:14][N:15]1[CH:20]=[C:19]([Cl:21])[CH:18]=[CH:17][C:16]1=[NH2+:22].[Cl:23][CH2:24][C:25](Cl)=O.N1C=CC=CC=1.C([O-])(O)=O.[Na+], predict the reaction product. (6) Given the reactants [F:1][C:2]([F:18])([F:17])[C:3]1[CH:4]=[C:5]2[C:9](=[CH:10][CH:11]=1)[NH:8][C:7]([C:12]([O:14][CH2:15][CH3:16])=[O:13])=[CH:6]2.[CH3:19][C:20]1[CH:21]=[C:22]([CH2:26]O)[CH:23]=[CH:24][CH:25]=1.C(C=P(CCCC)(CCCC)CCCC)#N, predict the reaction product. The product is: [F:18][C:2]([F:17])([F:1])[C:3]1[CH:4]=[C:5]2[C:9](=[CH:10][CH:11]=1)[N:8]([CH2:19][C:20]1[CH:25]=[CH:24][CH:23]=[C:22]([CH3:26])[CH:21]=1)[C:7]([C:12]([O:14][CH2:15][CH3:16])=[O:13])=[CH:6]2.